From a dataset of Catalyst prediction with 721,799 reactions and 888 catalyst types from USPTO. Predict which catalyst facilitates the given reaction. Reactant: [NH2:1][C:2]1[CH:3]=[C:4]([C:8]2[CH:13]=[CH:12][C:11]([C:14]([OH:16])=[O:15])=[CH:10][CH:9]=2)[CH:5]=[CH:6][CH:7]=1.[C:17](OC(=O)C)(=[O:19])[CH3:18]. Product: [C:17]([NH:1][C:2]1[CH:3]=[C:4]([C:8]2[CH:13]=[CH:12][C:11]([C:14]([OH:16])=[O:15])=[CH:10][CH:9]=2)[CH:5]=[CH:6][CH:7]=1)(=[O:19])[CH3:18]. The catalyst class is: 17.